This data is from Full USPTO retrosynthesis dataset with 1.9M reactions from patents (1976-2016). The task is: Predict the reactants needed to synthesize the given product. Given the product [O:1]=[C:2]1[C:7]([CH2:8][N:9]2[CH2:14][CH2:13][CH2:12][CH2:11][CH:10]2[CH2:15][CH2:16][CH2:17][C:18]2[CH:36]=[N:37][CH:21]=[CH:22][CH:23]=2)=[CH:6][CH:5]=[CH:4][N:3]1[CH2:25][CH:26]1[CH2:28][CH2:27]1, predict the reactants needed to synthesize it. The reactants are: [O:1]=[C:2]1[C:7]([CH2:8][N:9]2[CH2:14][CH2:13][CH2:12][CH2:11][CH:10]2[CH2:15][CH2:16][CH2:17][C:18]2[CH:23]=[CH:22][CH:21]=CN=2)=[CH:6][CH:5]=[CH:4][NH:3]1.Br[CH2:25][CH:26]1[CH2:28][CH2:27]1.C(=O)([O-])[O-].[K+].[K+].O.[CH3:36][N:37](C)C=O.